This data is from Full USPTO retrosynthesis dataset with 1.9M reactions from patents (1976-2016). The task is: Predict the reactants needed to synthesize the given product. Given the product [OH:67][CH2:66][C:65]([CH3:69])([CH3:68])[CH2:64][NH:63][C:21]([C:20]1[C:14]2[C:15](=[N:16][CH:17]=[C:12]([C:6]3[C:5]4[C:9](=[CH:10][C:2]([F:1])=[CH:3][CH:4]=4)[N:8]([CH3:11])[N:7]=3)[N:13]=2)[N:18]([CH2:24][O:25][CH2:26][CH2:27][Si:28]([CH3:29])([CH3:30])[CH3:31])[CH:19]=1)=[O:23], predict the reactants needed to synthesize it. The reactants are: [F:1][C:2]1[CH:10]=[C:9]2[C:5]([C:6]([C:12]3[N:13]=[C:14]4[C:20]([C:21]([OH:23])=O)=[CH:19][N:18]([CH2:24][O:25][CH2:26][CH2:27][Si:28]([CH3:31])([CH3:30])[CH3:29])[C:15]4=[N:16][CH:17]=3)=[N:7][N:8]2[CH3:11])=[CH:4][CH:3]=1.F[B-](F)(F)F.N1(OC(N(C)C)=[N+](C)C)C2C=CC=CC=2N=N1.C(N(CC)C(C)C)(C)C.[NH2:63][CH2:64][C:65]([CH3:69])([CH3:68])[CH2:66][OH:67].